Dataset: Catalyst prediction with 721,799 reactions and 888 catalyst types from USPTO. Task: Predict which catalyst facilitates the given reaction. Reactant: [Cl:1][C:2]1[CH:10]=[CH:9][C:5]([C:6]([OH:8])=O)=[C:4]([NH:11][CH2:12][CH2:13][CH3:14])[CH:3]=1.[CH3:15][C:16]([NH2:20])([C:18]#[CH:19])[CH3:17].CCN=C=NCCCN(C)C.CCN(C(C)C)C(C)C.C1C=CC2N(O)N=NC=2C=1. Product: [Cl:1][C:2]1[CH:10]=[CH:9][C:5]([C:6]([NH:20][C:16]([CH3:17])([C:18]#[CH:19])[CH3:15])=[O:8])=[C:4]([NH:11][CH2:12][CH2:13][CH3:14])[CH:3]=1. The catalyst class is: 2.